This data is from Reaction yield outcomes from USPTO patents with 853,638 reactions. The task is: Predict the reaction yield, written as a fraction of the theoretical maximum amount of product (1.0 means a 100% yield; for example, 0.34 means a 34% yield). (1) The reactants are [CH3:1][C:2]1[CH:8]=[CH:7][C:6]([CH3:9])=[CH:5][C:3]=1[NH2:4].[C:10](OC(=O)C)(=[O:12])[CH3:11].CO. The catalyst is O1CCCC1. The product is [CH3:9][C:6]1[CH:7]=[CH:8][C:2]([CH3:1])=[C:3]([NH:4][C:10]([CH3:11])=[O:12])[CH:5]=1. The yield is 0.990. (2) The reactants are [CH3:1][N:2]([CH3:17])[CH2:3][CH2:4][N:5]1[C:13]2[C:8](=[CH:9][CH:10]=[C:11]([N+:14]([O-])=O)[CH:12]=2)[CH:7]=[N:6]1.[Cl-].[NH4+]. The yield is 0.920. The product is [CH3:1][N:2]([CH3:17])[CH2:3][CH2:4][N:5]1[C:13]2[C:8](=[CH:9][CH:10]=[C:11]([NH2:14])[CH:12]=2)[CH:7]=[N:6]1. The catalyst is [Fe].C(O)C.O. (3) The reactants are C(OC([N:8]1[CH2:32][CH:31]([C:33]2[CH:38]=[CH:37][CH:36]=[CH:35][CH:34]=2)[C:11]2[N:12]=[C:13]([NH:16][C:17]3[CH:22]=[CH:21][C:20]([N:23]4[CH:27]=[C:26]([CH3:28])[N:25]=[CH:24]4)=[C:19]([O:29][CH3:30])[CH:18]=3)[N:14]=[CH:15][C:10]=2[CH2:9]1)=O)(C)(C)C.[Cl-:39]. The catalyst is ClCCl.C(OCC)C. The product is [ClH:39].[CH3:30][O:29][C:19]1[CH:18]=[C:17]([NH:16][C:13]2[N:14]=[CH:15][C:10]3[CH2:9][NH:8][CH2:32][CH:31]([C:33]4[CH:38]=[CH:37][CH:36]=[CH:35][CH:34]=4)[C:11]=3[N:12]=2)[CH:22]=[CH:21][C:20]=1[N:23]1[CH:27]=[C:26]([CH3:28])[N:25]=[CH:24]1. The yield is 1.00. (4) The reactants are [CH2:1]1[C:13]2[NH:12][C:11]3[C:6](=[CH:7][CH:8]=[CH:9][CH:10]=3)[C:5]=2[CH2:4][CH2:3][NH:2]1.[BH3-][C:15]#N.[Na+].C=O.Cl. The catalyst is CO.O. The product is [CH3:15][N:2]1[CH2:3][CH2:4][C:5]2[C:6]3[C:11](=[CH:10][CH:9]=[CH:8][CH:7]=3)[NH:12][C:13]=2[CH2:1]1. The yield is 0.950. (5) The reactants are [Cl:1][C:2]1[C:7]([O:8][C:9]2[N:14]=[C:13]3[S:15][C:16]([NH:18][C:19](=[O:22])[CH2:20]Cl)=[N:17][C:12]3=[CH:11][CH:10]=2)=[CH:6][C:5]([NH:23][C:24](=[O:36])[C:25]2[CH:30]=[CH:29][CH:28]=[C:27]([C:31]([C:34]#[N:35])([CH3:33])[CH3:32])[CH:26]=2)=[C:4]([F:37])[CH:3]=1.C(N(CC)CC)C.[CH3:45][N:46]1[CH2:51][CH2:50][NH:49][CH2:48][CH2:47]1. The catalyst is O1CCCC1.C(OCC)(=O)C. The product is [Cl:1][C:2]1[C:7]([O:8][C:9]2[N:14]=[C:13]3[S:15][C:16]([NH:18][C:19](=[O:22])[CH2:20][N:49]4[CH2:50][CH2:51][N:46]([CH3:45])[CH2:47][CH2:48]4)=[N:17][C:12]3=[CH:11][CH:10]=2)=[CH:6][C:5]([NH:23][C:24](=[O:36])[C:25]2[CH:30]=[CH:29][CH:28]=[C:27]([C:31]([C:34]#[N:35])([CH3:32])[CH3:33])[CH:26]=2)=[C:4]([F:37])[CH:3]=1. The yield is 0.750.